From a dataset of Catalyst prediction with 721,799 reactions and 888 catalyst types from USPTO. Predict which catalyst facilitates the given reaction. (1) Reactant: [CH:1](N)([CH3:3])[CH3:2].[Li][CH2:6]CCC.[Br:10][C:11]1[CH:16]=[CH:15][N:14]=[C:13]2[N:17]([S:20]([C:23]3[CH:28]=[CH:27][CH:26]=[CH:25][CH:24]=3)(=[O:22])=[O:21])[CH:18]=[CH:19][C:12]=12.CC([CH:33]1[CH2:38][C:37](=[O:39])[CH2:36][CH2:35][N:34]1[C:40]([O-:42])=[O:41])(C)C. Product: [Br:10][C:11]1[CH:16]=[CH:15][N:14]=[C:13]2[N:17]([S:20]([C:23]3[CH:28]=[CH:27][CH:26]=[CH:25][CH:24]=3)(=[O:22])=[O:21])[C:18]([C:37]3([OH:39])[CH2:38][CH2:33][N:34]([C:40]([O:42][C:1]([CH3:3])([CH3:6])[CH3:2])=[O:41])[CH2:35][CH2:36]3)=[CH:19][C:12]=12. The catalyst class is: 1. (2) Reactant: C(=O)(OC(C)(C)C)OC[N:4]1[C:8]2[N:9]=[C:10]([NH:25][C:26]3[CH:31]=[CH:30][C:29]([N:32]([CH3:42])[C@H:33]4[CH2:37][CH2:36][N:35]([S:38]([CH3:41])(=[O:40])=[O:39])[CH2:34]4)=[CH:28][CH:27]=3)[N:11]=[C:12]([O:13][C:14]3[CH:19]=[CH:18][CH:17]=[C:16]([NH:20][C:21](=[O:24])[CH:22]=[CH2:23])[CH:15]=3)[C:7]=2[CH:6]=[CH:5]1.CO.C1COCC1.[OH-].[Na+]. The catalyst class is: 6. Product: [CH3:42][N:32]([C@H:33]1[CH2:37][CH2:36][N:35]([S:38]([CH3:41])(=[O:39])=[O:40])[CH2:34]1)[C:29]1[CH:30]=[CH:31][C:26]([NH:25][C:10]2[N:11]=[C:12]([O:13][C:14]3[CH:15]=[C:16]([NH:20][C:21](=[O:24])[CH:22]=[CH2:23])[CH:17]=[CH:18][CH:19]=3)[C:7]3[CH:6]=[CH:5][NH:4][C:8]=3[N:9]=2)=[CH:27][CH:28]=1. (3) Reactant: CN(C)C([N:5]1[C:9]2=[N:10][CH:11]=[C:12]([Br:14])[CH:13]=[C:8]2[C:7]([C:15]2[O:19][CH:18]=[N:17][CH:16]=2)=[CH:6]1)=O.[OH-].[Na+]. Product: [Br:14][C:12]1[CH:13]=[C:8]2[C:7]([C:15]3[O:19][CH:18]=[N:17][CH:16]=3)=[CH:6][NH:5][C:9]2=[N:10][CH:11]=1. The catalyst class is: 14. (4) Reactant: [C:1]([C:3]1[CH:29]=[CH:28][C:6]([O:7][CH2:8][CH2:9][CH:10]([NH:20]C(=O)OC(C)(C)C)[CH2:11][N:12]2[CH:17]3[CH2:18][CH2:19][CH:13]2[CH2:14][NH:15][CH2:16]3)=[CH:5][CH:4]=1)#[N:2].C(N(CC)CC)C.[CH2:37]([N:41]=[C:42]=[O:43])[CH2:38][CH2:39][CH3:40]. Product: [NH2:20][CH:10]([CH2:9][CH2:8][O:7][C:6]1[CH:28]=[CH:29][C:3]([C:1]#[N:2])=[CH:4][CH:5]=1)[CH2:11][N:12]1[CH:13]2[CH2:19][CH2:18][CH:17]1[CH2:16][N:15]([C:42]([NH:41][CH2:37][CH2:38][CH2:39][CH3:40])=[O:43])[CH2:14]2. The catalyst class is: 23.